From a dataset of Experimentally validated miRNA-target interactions with 360,000+ pairs, plus equal number of negative samples. Binary Classification. Given a miRNA mature sequence and a target amino acid sequence, predict their likelihood of interaction. (1) The miRNA is hsa-miR-6781-3p with sequence UGCCUCUUUUCCACGGCCUCAG. The protein sequence of the target gene is MELWGRMLWALLSGPGRRGSTRGWAFSSWQPQPPLAGLSSAIELVSHWTGVFEKRGIPEARESSEYIVAHVLGAKTFQSLRPALWTQPLTSQQLQCIRELSSRRLQRMPVQYILGEWDFQGLSLRMVPPVFIPRPETEELVEWVLEEVAQRSHAVGSPGSPLILEVGCGSGAISLSLLSQLPQSRVIAVDKREAAISLTHENAQRLRLQDRIWIIHLDMTSERSWTHLPWGPMDLIVSNPPYVFHQDMEQLAPEIRSYEDPAALDGGEEGMDIITHILALAPRLLKDSGSIFLEVDPRHP.... Result: 0 (no interaction). (2) The miRNA is mmu-miR-1199-5p with sequence UCUGAGUCCCGGUCGCGCGG. The protein sequence of the target gene is MAFRDVAVDFTQDEWRLLSPAQRTLYREVMLENYSNLVSLGISFSKPELITQLEQGKETWREEKKCSPATCPADPEPELYLDPFCPPGFSSQKFPMQHVLCNHPPWIFTCLCAEGNIQPGDPGPGDQEKQQQASEGRPWSDQAEGPEGEGAMPLFGRTKKRTLGAFSRPPQRQPVSSRNGLRGVELEASPAQSGNPEETDKLLKRIEVLGFGTVNCGECGLSFSKMTNLLSHQRIHSGEKPYVCGVCEKGFSLKKSLARHQKAHSGEKPIVCRECGRGFNRKSTLIIHERTHSGEKPYMC.... Result: 0 (no interaction). (3) The miRNA is hsa-miR-143-3p with sequence UGAGAUGAAGCACUGUAGCUC. The protein sequence of the target gene is MVKSSLQRILNSHCFAREKEGDKPSATIHASRTMPLLSLHSRGGSSSESSRVSLHCCSNPGPGPRWCSDAPHPPLKIPGGRGNSQRDHNLSANLFYSDDRLNVTEELTSNDKTRILNVQSRLTDAKRINWRTVLSGGSLYIEIPGGALPEGSKDSFAVLLEFAEEQLRADHVFICFHKNREDRAALLRTFSFLGFEIVRPGHPLVPKRPDACFMAYTFERESSGEEEE. Result: 1 (interaction). (4) The miRNA is hsa-miR-527 with sequence CUGCAAAGGGAAGCCCUUUC. The protein sequence of the target gene is MAAAAGDGGGEGGAGLGSAAGLGPGPGLRGQGPSAEAHEGAPDPMPAALHPEEVAARLQRMQRELSNRRKILVKNLPQDSNCQEVHDLLKDYDLKYCYVDRNKRTAFVTLLNGEQAQNAIQMFHQYSFRGKDLIVQLQPTDALLCITNVPISFTSEEFEELVRAYGNIERCFLVYSEVTGHSKGYGFVEYMKKDFAAKARLELLGRQLGASALFAQWMDVNLLASELIHSKCLCIDKLPSDYRDSEELLQIFSSVHKPVFCQLAQDEGSYVGGFAVVEYSTAEQAEEVQQAADGMTIKGS.... Result: 1 (interaction).